Dataset: Experimentally validated miRNA-target interactions with 360,000+ pairs, plus equal number of negative samples. Task: Binary Classification. Given a miRNA mature sequence and a target amino acid sequence, predict their likelihood of interaction. (1) The miRNA is mmu-miR-124-5p with sequence CGUGUUCACAGCGGACCUUGAU. The protein sequence of the target gene is MALSEPILPSFATFASPCERGLQERWPRNEPEAGGTDEDLNNVLDFILSMGLDGLGAENPPEPPPQPPPPAFYYPEPGAPPPYSIPAASLGTELLRPDLDPPQGPALHGRFLLAPPGRLVKAEPPEVDGGGYGCAPGLAHGPRGLKLEGAPGATGACMRGPAGRPPPPPDTPPLSPDGPLRIPASGPRNPFPPPFGPGPSFGGPGPALHYGPPAPGAFGLFEDAAAAAAALGLAPPATRGLLTPPSSPLELLEAKPKRGRRSWPRKRAATHTCSYTNCGKTYTKSSHLKAHLRTHTGEKP.... Result: 0 (no interaction). (2) The miRNA is mmu-miR-329-3p with sequence AACACACCCAGCUAACCUUUUU. The protein sequence of the target gene is MAAYSWWRQPSWMVDNKRSRMTPNLPWLLSALTLLHLTMHANGLKRGVQDLKCTTNNMRVWDCTWPAPLGVSPGTVKDICIKDRFHSCHPLETTNVKIPALSPGDHEVTINYLNGFQSKFTLNEKDVSLIPETPEILDLSADFFTSSLLLKWNDRGSALPHPSNATWEIKVLQNPRTEPVALVLLNTMLSGKDTVQHWNWTSDLPLQCATHSVSIRWHIDSPHFSGYKEWSDWSPLKNISWIRNTETNVFPQDKVVLAGSNMTICCMSPTKVLSGQIGNTLRPLIHLYGQTVAIHILNIP.... Result: 1 (interaction).